Dataset: Forward reaction prediction with 1.9M reactions from USPTO patents (1976-2016). Task: Predict the product of the given reaction. Given the reactants [Cl:1][C:2]1[CH:7]=[CH:6][C:5]([Cl:8])=[CH:4][C:3]=1[NH:9][C:10]1[N:15]2[N:16]=[CH:17][C:18]([S:19]([NH2:22])(=[O:21])=[O:20])=[C:14]2[N:13]=[CH:12][C:11]=1[C:23]([N:25]1[CH2:30][CH2:29][CH:28]([C:31]2[CH:36]=[CH:35][C:34]([F:37])=[CH:33][CH:32]=2)[CH2:27][CH2:26]1)=[O:24].[C:38](O)(=[O:40])[CH3:39], predict the reaction product. The product is: [Cl:1][C:2]1[CH:7]=[CH:6][C:5]([Cl:8])=[CH:4][C:3]=1[NH:9][C:10]1[N:15]2[N:16]=[CH:17][C:18]([S:19]([NH:22][C:38](=[O:40])[CH3:39])(=[O:21])=[O:20])=[C:14]2[N:13]=[CH:12][C:11]=1[C:23]([N:25]1[CH2:30][CH2:29][CH:28]([C:31]2[CH:32]=[CH:33][C:34]([F:37])=[CH:35][CH:36]=2)[CH2:27][CH2:26]1)=[O:24].